This data is from NCI-60 drug combinations with 297,098 pairs across 59 cell lines. The task is: Regression. Given two drug SMILES strings and cell line genomic features, predict the synergy score measuring deviation from expected non-interaction effect. (1) Drug 1: CS(=O)(=O)C1=CC(=C(C=C1)C(=O)NC2=CC(=C(C=C2)Cl)C3=CC=CC=N3)Cl. Drug 2: CC12CCC3C(C1CCC2OP(=O)(O)O)CCC4=C3C=CC(=C4)OC(=O)N(CCCl)CCCl.[Na+]. Cell line: OVCAR-4. Synergy scores: CSS=-1.94, Synergy_ZIP=-1.70, Synergy_Bliss=-7.28, Synergy_Loewe=-8.80, Synergy_HSA=-8.27. (2) Drug 1: CC(CN1CC(=O)NC(=O)C1)N2CC(=O)NC(=O)C2. Drug 2: C(=O)(N)NO. Cell line: SNB-19. Synergy scores: CSS=14.7, Synergy_ZIP=-2.41, Synergy_Bliss=1.39, Synergy_Loewe=-5.81, Synergy_HSA=2.55. (3) Drug 1: CCC1(CC2CC(C3=C(CCN(C2)C1)C4=CC=CC=C4N3)(C5=C(C=C6C(=C5)C78CCN9C7C(C=CC9)(C(C(C8N6C=O)(C(=O)OC)O)OC(=O)C)CC)OC)C(=O)OC)O.OS(=O)(=O)O. Drug 2: C1CN(CCN1C(=O)CCBr)C(=O)CCBr. Cell line: HOP-92. Synergy scores: CSS=10.4, Synergy_ZIP=2.44, Synergy_Bliss=6.06, Synergy_Loewe=-3.41, Synergy_HSA=-3.42. (4) Drug 1: CC12CCC(CC1=CCC3C2CCC4(C3CC=C4C5=CN=CC=C5)C)O. Drug 2: CCC1(CC2CC(C3=C(CCN(C2)C1)C4=CC=CC=C4N3)(C5=C(C=C6C(=C5)C78CCN9C7C(C=CC9)(C(C(C8N6C)(C(=O)OC)O)OC(=O)C)CC)OC)C(=O)OC)O.OS(=O)(=O)O. Cell line: A498. Synergy scores: CSS=40.4, Synergy_ZIP=14.1, Synergy_Bliss=15.4, Synergy_Loewe=-56.0, Synergy_HSA=13.6. (5) Drug 1: C1CCN(CC1)CCOC2=CC=C(C=C2)C(=O)C3=C(SC4=C3C=CC(=C4)O)C5=CC=C(C=C5)O. Drug 2: CC1=C(C(=CC=C1)Cl)NC(=O)C2=CN=C(S2)NC3=CC(=NC(=N3)C)N4CCN(CC4)CCO. Cell line: SK-OV-3. Synergy scores: CSS=21.9, Synergy_ZIP=-2.29, Synergy_Bliss=1.40, Synergy_Loewe=-15.1, Synergy_HSA=1.23. (6) Drug 2: CC1C(C(CC(O1)OC2CC(CC3=C2C(=C4C(=C3O)C(=O)C5=CC=CC=C5C4=O)O)(C(=O)C)O)N)O. Drug 1: C(CC(=O)O)C(=O)CN.Cl. Cell line: NCIH23. Synergy scores: CSS=34.5, Synergy_ZIP=-3.81, Synergy_Bliss=-6.78, Synergy_Loewe=-13.3, Synergy_HSA=-5.14.